This data is from Forward reaction prediction with 1.9M reactions from USPTO patents (1976-2016). The task is: Predict the product of the given reaction. Given the reactants [F:1][C:2]([F:13])([F:12])[O:3][C:4]1[CH:11]=[CH:10][C:7]([CH:8]=O)=[CH:6][CH:5]=1.[NH2:14][C:15]1[N:16]=[N:17][C:18]([CH3:21])=[CH:19][CH:20]=1.C([O:24][C:25](=O)[C:26]([OH:39])=[CH:27][C:28]([C:30]1[CH:35]=[CH:34][C:33]([N:36]([CH3:38])[CH3:37])=[CH:32][CH:31]=1)=[O:29])C, predict the reaction product. The product is: [CH3:38][N:36]([CH3:37])[C:33]1[CH:32]=[CH:31][C:30]([C:28]([C:27]2[CH:8]([C:7]3[CH:10]=[CH:11][C:4]([O:3][C:2]([F:13])([F:12])[F:1])=[CH:5][CH:6]=3)[N:14]([C:15]3[N:16]=[N:17][C:18]([CH3:21])=[CH:19][CH:20]=3)[C:25](=[O:24])[C:26]=2[OH:39])=[O:29])=[CH:35][CH:34]=1.